Task: Predict the reactants needed to synthesize the given product.. Dataset: Full USPTO retrosynthesis dataset with 1.9M reactions from patents (1976-2016) (1) Given the product [Cl:24][C:8]1[CH:7]=[C:6]([C:3](=[O:5])[CH3:4])[CH:11]=[C:10]([C:15]2[C:16]([C:20]([F:22])([F:21])[F:23])=[CH:17][CH:18]=[CH:13][N:14]=2)[CH:9]=1, predict the reactants needed to synthesize it. The reactants are: [H-].[Na+].[C:3]([C:6]1[CH:11]=[CH:10][CH:9]=[CH:8][CH:7]=1)(=[O:5])[CH3:4].Cl[C:13]1[C:18](Cl)=[CH:17][C:16]([C:20]([F:23])([F:22])[F:21])=[CH:15][N:14]=1.[ClH:24]. (2) Given the product [CH3:4][NH:5][C:6]([NH:8][C:9]1[CH:10]=[C:11]([C:15]2[N:19]3[N:20]=[CH:21][C:22]([C:24]4[CH:25]=[C:26]([CH:31]=[CH:32][CH:33]=4)[C:27]([OH:29])=[O:28])=[CH:23][C:18]3=[N:17][CH:16]=2)[CH:12]=[CH:13][CH:14]=1)=[O:7], predict the reactants needed to synthesize it. The reactants are: O.[OH-].[Li+].[CH3:4][NH:5][C:6]([NH:8][C:9]1[CH:10]=[C:11]([C:15]2[N:19]3[N:20]=[CH:21][C:22]([C:24]4[CH:25]=[C:26]([CH:31]=[CH:32][CH:33]=4)[C:27]([O:29]C)=[O:28])=[CH:23][C:18]3=[N:17][CH:16]=2)[CH:12]=[CH:13][CH:14]=1)=[O:7].C1COCC1.Cl.